This data is from Forward reaction prediction with 1.9M reactions from USPTO patents (1976-2016). The task is: Predict the product of the given reaction. (1) Given the reactants [CH:1]1[CH:10]=[CH:9][C:8]2[N:7]=[C:6]([CH:11]3[CH2:13][CH2:12]3)[C:5](/[CH:14]=[CH:15]/[C@H:16]([CH2:18][C@H:19]([CH2:21][C:22]([O-:24])=[O:23])[OH:20])[OH:17])=[C:4]([C:25]3[CH:30]=[CH:29][C:28]([F:31])=[CH:27][CH:26]=3)[C:3]=2[CH:2]=1.[CH:1]1[CH:10]=[CH:9][C:8]2[N:7]=[C:6]([CH:11]3[CH2:12][CH2:13]3)[C:5](/[CH:14]=[CH:15]/[C@H:16]([CH2:18][C@H:19]([CH2:21][C:22]([O-:24])=[O:23])[OH:20])[OH:17])=[C:4]([C:25]3[CH:26]=[CH:27][C:28]([F:31])=[CH:29][CH:30]=3)[C:3]=2[CH:2]=1.[Ca+2].Cl.[Cl-].[Na+], predict the reaction product. The product is: [CH:1]1[CH:10]=[CH:9][C:8]2[N:7]=[C:6]([CH:11]3[CH2:13][CH2:12]3)[C:5](/[CH:14]=[CH:15]/[C@@H:16]([OH:17])[CH2:18][C@@H:19]([OH:20])[CH2:21][C:22]([OH:24])=[O:23])=[C:4]([C:25]3[CH:26]=[CH:27][C:28]([F:31])=[CH:29][CH:30]=3)[C:3]=2[CH:2]=1. (2) Given the reactants [F:1][C:2]1[CH:3]=[C:4]([CH:43]=[C:44]([F:46])[CH:45]=1)[CH2:5][N:6]1[CH:10]=[CH:9][C:8]([C:11]2[C:19]3[C:14](=[N:15][CH:16]=[C:17]([C:20]4[CH:21]=[CH:22][C:23]([O:31][CH3:32])=[C:24]([NH:26][S:27]([CH3:30])(=[O:29])=[O:28])[CH:25]=4)[CH:18]=3)[N:13](S(C3C=CC(C)=CC=3)(=O)=O)[CH:12]=2)=[N:7]1.[OH-].[Li+], predict the reaction product. The product is: [F:46][C:44]1[CH:43]=[C:4]([CH:3]=[C:2]([F:1])[CH:45]=1)[CH2:5][N:6]1[CH:10]=[CH:9][C:8]([C:11]2[C:19]3[C:14](=[N:15][CH:16]=[C:17]([C:20]4[CH:21]=[CH:22][C:23]([O:31][CH3:32])=[C:24]([NH:26][S:27]([CH3:30])(=[O:28])=[O:29])[CH:25]=4)[CH:18]=3)[NH:13][CH:12]=2)=[N:7]1.